This data is from Full USPTO retrosynthesis dataset with 1.9M reactions from patents (1976-2016). The task is: Predict the reactants needed to synthesize the given product. (1) Given the product [NH2:8][C@H:9]([C:19]1[C:24]([C:25]2[CH:26]=[C:27]3[C:31]([CH:42]=[CH:37][C:34](=[O:36])[NH:35]3)=[CH:32][CH:33]=2)=[CH:23][CH:22]=[CH:21][N:20]=1)[CH2:10][C:11]1[CH:16]=[C:15]([F:17])[CH:14]=[C:13]([F:18])[CH:12]=1, predict the reactants needed to synthesize it. The reactants are: FC(F)(F)C(O)=O.[NH2:8][C@H:9]([C:19]1[C:24]([C:25]2[CH:26]=[C:27]([CH:31]=[CH:32][CH:33]=2)C(N)=O)=[CH:23][CH:22]=[CH:21][N:20]=1)[CH2:10][C:11]1[CH:16]=[C:15]([F:17])[CH:14]=[C:13]([F:18])[CH:12]=1.[C:34]([C:37]1C=C(C2C([C@@H](NC(=O)OC(C)(C)C)CC3C=C(F)C=C(F)C=3)=NC=CC=2)C=C[CH:42]=1)(=[O:36])[NH2:35]. (2) Given the product [C:33](=[O:35])([S:36][CH2:14][CH2:13][C@H:10]1[C:9]2[CH:16]=[CH:17][C:6]([O:5][CH2:4][C:3]3[CH:18]=[CH:19][C:20]([Cl:22])=[CH:21][C:2]=3[Cl:1])=[CH:7][C:8]=2[O:12][CH2:11]1)[CH3:34], predict the reactants needed to synthesize it. The reactants are: [Cl:1][C:2]1[CH:21]=[C:20]([Cl:22])[CH:19]=[CH:18][C:3]=1[CH2:4][O:5][C:6]1[CH:17]=[CH:16][C:9]2[C@H:10]([CH2:13][CH2:14]O)[CH2:11][O:12][C:8]=2[CH:7]=1.C1COCC1.CS(Cl)(=O)=O.[C:33](=[S:36])([O-:35])[CH3:34].[K+]. (3) The reactants are: [OH-].[Na+].[C:3]([O:7][C:8]([NH:10][CH2:11][C:12]1[CH:17]=[CH:16][C:15]([CH2:18][CH2:19][C:20]([CH:22]2[CH:26]([NH:27][C:28]([O:30][CH2:31][C:32]#[C:33][CH2:34][O:35][C:36]([NH:38][CH:39]3[CH2:43][NH:42][CH:41]([C:44]([O:46]C)=[O:45])[CH:40]3[C:48](=[O:66])[CH2:49][CH2:50][C:51]3[CH:56]=[CH:55][C:54]([CH2:57][NH:58][C:59]([O:61][C:62]([CH3:65])([CH3:64])[CH3:63])=[O:60])=[CH:53][CH:52]=3)=[O:37])=[O:29])[CH2:25][NH:24][CH:23]2[C:67]([O:69]C)=[O:68])=[O:21])=[CH:14][CH:13]=1)=[O:9])([CH3:6])([CH3:5])[CH3:4]. Given the product [C:62]([O:61][C:59]([NH:58][CH2:57][C:54]1[CH:53]=[CH:52][C:51]([CH2:50][CH2:49][C:48]([CH:40]2[CH:39]([NH:38][C:36]([O:35][CH2:34][C:33]#[C:32][CH2:31][O:30][C:28]([NH:27][CH:26]3[CH2:25][NH:24][CH:23]([C:67]([OH:69])=[O:68])[CH:22]3[C:20](=[O:21])[CH2:19][CH2:18][C:15]3[CH:16]=[CH:17][C:12]([CH2:11][NH:10][C:8]([O:7][C:3]([CH3:5])([CH3:4])[CH3:6])=[O:9])=[CH:13][CH:14]=3)=[O:29])=[O:37])[CH2:43][NH:42][CH:41]2[C:44]([OH:46])=[O:45])=[O:66])=[CH:56][CH:55]=1)=[O:60])([CH3:63])([CH3:64])[CH3:65], predict the reactants needed to synthesize it. (4) Given the product [NH2:1][C:2]1[N:10]=[CH:9][N:8]=[C:7]2[C:3]=1[N:4]=[CH:5][N:6]2[C@@H:11]1[O:12][C@H:13]([CH2:21][N:22]([CH3:43])[CH2:23][CH2:24][C@H:25]([NH:29][C:30]([NH:32][C:33]2[CH:38]=[CH:37][C:36]([C:39]([CH3:41])([CH3:40])[CH3:42])=[CH:35][CH:34]=2)=[O:31])[CH:26]([CH3:27])[CH3:28])[C@@H:14]([OH:18])[C@H:15]1[OH:16], predict the reactants needed to synthesize it. The reactants are: [NH2:1][C:2]1[N:10]=[CH:9][N:8]=[C:7]2[C:3]=1[N:4]=[CH:5][N:6]2[C@H:11]1[C@@H:15]2[O:16]C(C)(C)[O:18][C@@H:14]2[C@@H:13]([CH2:21][N:22]([CH3:43])[CH2:23][CH2:24][C@H:25]([NH:29][C:30]([NH:32][C:33]2[CH:38]=[CH:37][C:36]([C:39]([CH3:42])([CH3:41])[CH3:40])=[CH:35][CH:34]=2)=[O:31])[CH:26]([CH3:28])[CH3:27])[O:12]1. (5) Given the product [OH:2][C:3]1[CH:12]=[C:11]2[C:6]([C@H:7]([C:21]3[CH:26]=[CH:25][C:24]([O:27][CH2:28][CH2:29][N:30]4[CH2:31][CH2:32][CH2:33][CH2:34][CH2:35]4)=[CH:23][CH:22]=3)[C@H:8]([C:13]3[CH:18]=[CH:17][CH:16]=[C:15]([OH:19])[CH:14]=3)[CH2:9][O:10]2)=[CH:5][CH:4]=1, predict the reactants needed to synthesize it. The reactants are: C[O:2][C:3]1[CH:12]=[C:11]2[C:6]([C@H:7]([C:21]3[CH:26]=[CH:25][C:24]([O:27][CH2:28][CH2:29][N:30]4[CH2:35][CH2:34][CH2:33][CH2:32][CH2:31]4)=[CH:23][CH:22]=3)[C@H:8]([C:13]3[CH:18]=[CH:17][CH:16]=[C:15]([O:19]C)[CH:14]=3)[CH2:9][O:10]2)=[CH:5][CH:4]=1.Cl.N1C=CC=CC=1. (6) Given the product [N:15]1([CH2:2][CH2:3][O:4][NH:5][C:6](=[O:12])[O:7][C:8]([CH3:9])([CH3:10])[CH3:11])[CH2:16][CH2:17][O:22][CH2:14][CH2:13]1, predict the reactants needed to synthesize it. The reactants are: O[CH2:2][CH2:3][O:4][NH:5][C:6](=[O:12])[O:7][C:8]([CH3:11])([CH3:10])[CH3:9].[CH2:13]([N:15](CC)[CH2:16][CH3:17])[CH3:14].CS(Cl)(=O)=[O:22].C(=O)(O)[O-].[Na+]. (7) The reactants are: [Cl:1][C:2]1[C:3]([NH:11][CH2:12][C:13]2[CH:18]=[CH:17][C:16]([O:19][CH3:20])=[CH:15][C:14]=2[O:21][CH3:22])=[N:4][CH:5]=[C:6]([CH:10]=1)[C:7]([O-:9])=[O:8].[OH-].[Na+]. Given the product [Cl:1][C:2]1[C:3]([NH:11][CH2:12][C:13]2[CH:18]=[CH:17][C:16]([O:19][CH3:20])=[CH:15][C:14]=2[O:21][CH3:22])=[N:4][CH:5]=[C:6]([CH:10]=1)[C:7]([OH:9])=[O:8], predict the reactants needed to synthesize it. (8) Given the product [Br:1][C:2]1[CH:6]=[N:5][N:4]([CH3:7])[C:3]=1[C:8]1[CH:9]=[C:10]([NH:15][C:16]([NH:18][C:19]2[CH:20]=[CH:21][C:22]([Cl:25])=[CH:23][CH:24]=2)=[O:17])[CH:11]=[CH:12][C:13]=1[O:14][CH2:27][CH2:28][C:29]1[CH:34]=[CH:33][N:32]=[CH:31][CH:30]=1, predict the reactants needed to synthesize it. The reactants are: [Br:1][C:2]1[CH:6]=[N:5][N:4]([CH3:7])[C:3]=1[C:8]1[CH:9]=[C:10]([NH:15][C:16]([NH:18][C:19]2[CH:24]=[CH:23][C:22]([Cl:25])=[CH:21][CH:20]=2)=[O:17])[CH:11]=[CH:12][C:13]=1[OH:14].O[CH2:27][CH2:28][C:29]1[CH:34]=[CH:33][N:32]=[CH:31][CH:30]=1.C1(P(C2C=CC=CC=2)C2C=CC=CC=2)C=CC=CC=1.CC(OC(/N=N/C(OC(C)C)=O)=O)C.